Dataset: Forward reaction prediction with 1.9M reactions from USPTO patents (1976-2016). Task: Predict the product of the given reaction. Given the reactants [Br:1][C:2]1[CH:3]=[CH:4][C:5](F)=[C:6](/[CH:8]=[N:9]/[NH:10][C:11]2[CH:16]=[CH:15][C:14]([F:17])=[CH:13][CH:12]=2)[CH:7]=1.C(=O)([O-])[O-].[Cs+].[Cs+].CS(C)=O, predict the reaction product. The product is: [Br:1][C:2]1[CH:7]=[C:6]2[C:5](=[CH:4][CH:3]=1)[N:10]([C:11]1[CH:16]=[CH:15][C:14]([F:17])=[CH:13][CH:12]=1)[N:9]=[CH:8]2.